Predict the reactants needed to synthesize the given product. From a dataset of Full USPTO retrosynthesis dataset with 1.9M reactions from patents (1976-2016). (1) Given the product [CH:25]([C:7]1[CH:6]=[C:5]([CH2:8][C:9]([O:11][CH3:12])=[O:10])[CH:4]=[CH:3][C:2]=1[OH:1])=[O:26], predict the reactants needed to synthesize it. The reactants are: [OH:1][C:2]1[CH:7]=[CH:6][C:5]([CH2:8][C:9]([O:11][CH3:12])=[O:10])=[CH:4][CH:3]=1.C1N2CN3CN(C2)CN1C3.FC(F)(F)[C:25](O)=[O:26]. (2) Given the product [CH2:27]([N:24]1[CH2:23][CH2:22][C:21]([C:34]2[CH:39]=[CH:38][CH:37]=[CH:36][CH:35]=2)([O:20][C:15]2[CH:14]=[C:13]3[C:18](=[CH:17][C:16]=2[Cl:19])[C:9](=[O:8])[NH:10][CH:11]=[CH:12]3)[CH2:26][CH2:25]1)[C:28]1[CH:33]=[CH:32][CH:31]=[CH:30][CH:29]=1, predict the reactants needed to synthesize it. The reactants are: C([O:8][C:9]1[C:18]2[C:13](=[CH:14][C:15]([O:20][C:21]3([C:34]4[CH:39]=[CH:38][CH:37]=[CH:36][CH:35]=4)[CH2:26][CH2:25][N:24]([CH2:27][C:28]4[CH:33]=[CH:32][CH:31]=[CH:30][CH:29]=4)[CH2:23][CH2:22]3)=[C:16]([Cl:19])[CH:17]=2)[CH:12]=[CH:11][N:10]=1)C1C=CC=CC=1.CO. (3) Given the product [F:30][C:28]([F:31])([F:29])[C:26]1[CH:25]=[C:5]([CH:4]=[C:3]([C:2]([F:32])([F:33])[F:1])[CH:27]=1)[CH2:6][N:7]([CH3:24])[C@@H:8]1[CH2:12][N:11]([CH2:13][C:14]2[CH:19]=[CH:18][CH:17]=[C:16]([Cl:20])[CH:15]=2)[C@H:10]([C:21]([N:43]2[CH2:44][CH2:45][N:40]([C:36]3[CH:35]=[C:34]([CH3:46])[CH:39]=[CH:38][CH:37]=3)[CH2:41][CH2:42]2)=[O:23])[CH2:9]1, predict the reactants needed to synthesize it. The reactants are: [F:1][C:2]([F:33])([F:32])[C:3]1[CH:4]=[C:5]([CH:25]=[C:26]([C:28]([F:31])([F:30])[F:29])[CH:27]=1)[CH2:6][N:7]([CH3:24])[C@@H:8]1[CH2:12][N:11]([CH2:13][C:14]2[CH:19]=[CH:18][CH:17]=[C:16]([Cl:20])[CH:15]=2)[C@H:10]([C:21]([OH:23])=O)[CH2:9]1.[C:34]1([CH3:46])[CH:39]=[CH:38][CH:37]=[C:36]([N:40]2[CH2:45][CH2:44][NH:43][CH2:42][CH2:41]2)[CH:35]=1. (4) Given the product [O:29]1[CH2:30][CH2:31][CH:26]([NH:25][C:21]([C:17]2[N:18]([CH3:20])[N:19]=[C:15](/[CH:14]=[CH:13]/[C:12]3[C:8]([C:5]4[CH:6]=[CH:7][C:2]([F:1])=[CH:3][CH:4]=4)=[N:9][O:10][C:11]=3[CH3:24])[CH:16]=2)=[O:23])[CH2:27][CH2:28]1, predict the reactants needed to synthesize it. The reactants are: [F:1][C:2]1[CH:7]=[CH:6][C:5]([C:8]2[C:12](/[CH:13]=[CH:14]/[C:15]3[CH:16]=[C:17]([C:21]([OH:23])=O)[N:18]([CH3:20])[N:19]=3)=[C:11]([CH3:24])[O:10][N:9]=2)=[CH:4][CH:3]=1.[NH2:25][CH:26]1[CH2:31][CH2:30][O:29][CH2:28][CH2:27]1. (5) Given the product [Br:14][C:10]1[CH:11]=[C:12]2[C:7](=[C:8]([C:16]([OH:17])=[O:33])[C:9]=1[Cl:15])[N:6]([C:18]([O:20][C:28]([CH3:30])([CH3:29])[CH3:27])=[O:19])[CH:5]=[CH:13]2, predict the reactants needed to synthesize it. The reactants are: C([C:5]1[N:6]([C:18]([OH:20])=[O:19])[C:7]2[C:12]([CH:13]=1)=[CH:11][C:10]([Br:14])=[C:9]([Cl:15])[C:8]=2[CH:16]=[O:17])(C)(C)C.P([O-])(O)(O)=O.[Na+].[CH3:27][C:28](=[CH:30]C)[CH3:29].Cl([O-])=[O:33].[Na+].